This data is from Forward reaction prediction with 1.9M reactions from USPTO patents (1976-2016). The task is: Predict the product of the given reaction. Given the reactants [N:1]1([C:6]2[CH:13]=[CH:12][C:9]([CH:10]=[O:11])=[CH:8][C:7]=2[O:14][CH3:15])[CH:5]=[CH:4][N:3]=[CH:2]1.[Cl:16]N1C(=O)CCC1=O, predict the reaction product. The product is: [Cl:16][C:5]1[N:1]([C:6]2[CH:13]=[CH:12][C:9]([CH:10]=[O:11])=[CH:8][C:7]=2[O:14][CH3:15])[CH:2]=[N:3][CH:4]=1.